From a dataset of Reaction yield outcomes from USPTO patents with 853,638 reactions. Predict the reaction yield, written as a fraction of the theoretical maximum amount of product (1.0 means a 100% yield; for example, 0.34 means a 34% yield). (1) The yield is 0.910. The catalyst is C1COCC1. The reactants are [CH:1]([O:4][C:5]([N:7]1[CH:12]([CH2:13][CH3:14])[CH2:11][CH:10]([N:15]([CH2:21][C:22]2[CH:27]=[C:26]([C:28]([F:31])([F:30])[F:29])[CH:25]=[C:24]([C:32]([F:35])([F:34])[F:33])[CH:23]=2)[C:16]2[N:17]=[N:18][NH:19][N:20]=2)[CH2:9][CH:8]1[CH2:36][CH3:37])=[O:6])([CH3:3])[CH3:2].[CH3:38][O:39][CH2:40][CH2:41]O.C1(P(C2C=CC=CC=2)C2C=CC=CC=2)C=CC=CC=1.CCOC(/N=N/C(OCC)=O)=O. The product is [CH:1]([O:4][C:5]([N:7]1[CH:12]([CH2:13][CH3:14])[CH2:11][CH:10]([N:15]([CH2:21][C:22]2[CH:23]=[C:24]([C:32]([F:33])([F:34])[F:35])[CH:25]=[C:26]([C:28]([F:31])([F:29])[F:30])[CH:27]=2)[C:16]2[N:17]=[N:18][N:19]([CH2:41][CH2:40][O:39][CH3:38])[N:20]=2)[CH2:9][CH:8]1[CH2:36][CH3:37])=[O:6])([CH3:3])[CH3:2]. (2) The reactants are Cl[C:2]1[N:10]=[C:9]2[C:5]([NH:6][CH:7]=[N:8]2)=[C:4]([NH2:11])[N:3]=1.CC([O-])(C)C.[K+].[CH2:18]([OH:22])[CH2:19][CH2:20][CH3:21]. No catalyst specified. The product is [CH2:18]([O:22][C:2]1[N:10]=[C:9]2[C:5]([N:6]=[CH:7][NH:8]2)=[C:4]([NH2:11])[N:3]=1)[CH2:19][CH2:20][CH3:21]. The yield is 0.700. (3) The reactants are [NH2:1][C@@H:2]1[CH2:7][CH2:6][C@H:5]([C:8]([OH:10])=[O:9])[CH2:4][CH2:3]1.C(=O)([O-])[O-].[K+].[K+].[CH2:17](Br)[C:18]1[CH:23]=[CH:22][CH:21]=[CH:20][CH:19]=1. The catalyst is C(#N)C. The product is [CH2:17]([N:1]([C@@H:2]1[CH2:7][CH2:6][C@H:5]([C:8]([O:10][CH2:8][C:5]2[CH:6]=[CH:7][CH:2]=[CH:3][CH:4]=2)=[O:9])[CH2:4][CH2:3]1)[CH2:17][C:18]1[CH:23]=[CH:22][CH:21]=[CH:20][CH:19]=1)[C:18]1[CH:23]=[CH:22][CH:21]=[CH:20][CH:19]=1. The yield is 0.510. (4) The reactants are [NH:1]1[CH2:6][CH2:5][CH:4]([C:7]2[N:11]3[C:12]4[CH:18]=[CH:17][N:16]([CH2:19][O:20][CH2:21][CH2:22][Si:23]([CH3:26])([CH3:25])[CH3:24])[C:13]=4[N:14]=[CH:15][C:10]3=[N:9][CH:8]=2)[CH2:3][CH2:2]1.Cl.[N:28]1([C:33](=N)[NH2:34])C=CC=N1.CCN(C(C)C)C(C)C. The catalyst is CN(C=O)C. The product is [CH3:24][Si:23]([CH3:26])([CH3:25])[CH2:22][CH2:21][O:20][CH2:19][N:16]1[C:13]2[N:14]=[CH:15][C:10]3[N:11]([C:7]([CH:4]4[CH2:3][CH2:2][N:1]([C:33](=[NH:28])[NH2:34])[CH2:6][CH2:5]4)=[CH:8][N:9]=3)[C:12]=2[CH:18]=[CH:17]1. The yield is 0.330.